This data is from Forward reaction prediction with 1.9M reactions from USPTO patents (1976-2016). The task is: Predict the product of the given reaction. (1) Given the reactants [NH2:1][C:2]1[CH:31]=[CH:30][C:5]([CH2:6][C:7]2[NH:15][C:14]3[C:13](=[O:16])[N:12]([CH2:17][C:18]4[CH:23]=[CH:22][CH:21]=[CH:20][C:19]=4[F:24])[C:11](=[O:25])[N:10]([CH2:26][CH2:27][CH2:28][CH3:29])[C:9]=3[N:8]=2)=[CH:4][CH:3]=1.[Cl:32][C:33]1[CH:38]=[C:37]([Cl:39])[C:36]([CH3:40])=[CH:35][C:34]=1[S:41](Cl)(=[O:43])=[O:42], predict the reaction product. The product is: [CH2:26]([N:10]1[C:9]2[N:8]=[C:7]([CH2:6][C:5]3[CH:4]=[CH:3][C:2]([NH:1][S:41]([C:34]4[CH:35]=[C:36]([CH3:40])[C:37]([Cl:39])=[CH:38][C:33]=4[Cl:32])(=[O:43])=[O:42])=[CH:31][CH:30]=3)[NH:15][C:14]=2[C:13](=[O:16])[N:12]([CH2:17][C:18]2[CH:23]=[CH:22][CH:21]=[CH:20][C:19]=2[F:24])[C:11]1=[O:25])[CH2:27][CH2:28][CH3:29]. (2) Given the reactants F[C:2]1[CH:7]=[C:6]([O:8][CH2:9][CH2:10][CH2:11][N:12]([CH2:15][CH3:16])[CH2:13][CH3:14])[CH:5]=[CH:4][C:3]=1[N+:17]([O-:19])=[O:18].[CH2:20]([NH2:24])[CH2:21][CH2:22][CH3:23], predict the reaction product. The product is: [CH2:20]([NH:24][C:2]1[CH:7]=[C:6]([O:8][CH2:9][CH2:10][CH2:11][N:12]([CH2:15][CH3:16])[CH2:13][CH3:14])[CH:5]=[CH:4][C:3]=1[N+:17]([O-:19])=[O:18])[CH2:21][CH2:22][CH3:23]. (3) The product is: [O:13]1[C:17]2[CH:18]=[CH:19][CH:20]=[CH:21][C:16]=2[CH:15]([NH:22][C:6]2[CH:5]=[CH:4][C:3]3[C:2]([NH:23][CH2:24][C:25]4[CH:26]=[N:27][CH:28]=[CH:29][CH:30]=4)=[CH:11][CH:10]=[CH:9][C:8]=3[N:7]=2)[CH2:14]1. Given the reactants I[C:2]1[CH:11]=[CH:10][CH:9]=[C:8]2[C:3]=1[CH:4]=[CH:5][C:6](Cl)=[N:7]2.[O:13]1[C:17]2[CH:18]=[CH:19][CH:20]=[CH:21][C:16]=2[CH:15]([NH2:22])[CH2:14]1.[NH2:23][CH2:24][C:25]1[CH:26]=[N:27][CH:28]=[CH:29][CH:30]=1, predict the reaction product. (4) Given the reactants [CH2:1]([O:8][C:9]1[C:17]([F:18])=[C:16]2[C:12]([CH2:13][N:14]([CH2:20][C@H:21]3[CH2:26][CH2:25][C@H:24]([CH2:27][OH:28])[CH2:23][CH2:22]3)[C:15]2=[O:19])=[CH:11][CH:10]=1)[C:2]1[CH:7]=[CH:6][CH:5]=[CH:4][CH:3]=1.O[C:30]1[CH:31]=[C:32]([CH:60]=[CH:61][CH:62]=1)[O:33][CH2:34][C@H:35]([NH:40][C:41]([C:54]1[CH:59]=[CH:58][CH:57]=[CH:56][CH:55]=1)([C:48]1[CH:53]=[CH:52][CH:51]=[CH:50][CH:49]=1)[C:42]1[CH:47]=[CH:46][CH:45]=[CH:44][CH:43]=1)[C:36]([O:38][CH3:39])=[O:37].C1C=CC(P(C2C=CC=CC=2)C2C=CC=CC=2)=CC=1.CCOC(/N=N/C(OCC)=O)=O.C1(C)C=CC=CC=1, predict the reaction product. The product is: [CH3:39][O:38][C:36](=[O:37])[C@H:35]([CH2:34][O:33][C:32]1[CH:60]=[CH:61][CH:62]=[C:30]([O:28][CH2:27][C@H:24]2[CH2:25][CH2:26][C@H:21]([CH2:20][N:14]3[CH2:13][C:12]4[C:16](=[C:17]([F:18])[C:9]([O:8][CH2:1][C:2]5[CH:7]=[CH:6][CH:5]=[CH:4][CH:3]=5)=[CH:10][CH:11]=4)[C:15]3=[O:19])[CH2:22][CH2:23]2)[CH:31]=1)[NH:40][C:41]([C:42]1[CH:43]=[CH:44][CH:45]=[CH:46][CH:47]=1)([C:54]1[CH:59]=[CH:58][CH:57]=[CH:56][CH:55]=1)[C:48]1[CH:49]=[CH:50][CH:51]=[CH:52][CH:53]=1. (5) Given the reactants C(N(CC)C(C)C)(C)C.C(O[C:14](=[O:16])[CH3:15])(=O)C.[NH2:17][C@H:18]1[CH2:22][CH2:21][N:20]([C:23]2[N:28]=[CH:27][C:26]([C:29]3[CH:34]=[C:33]([CH3:35])[CH:32]=[C:31]([NH:36][C:37]4[CH:42]=[C:41]([C:43]([F:46])([F:45])[F:44])[CH:40]=[CH:39][N:38]=4)[N:30]=3)=[CH:25][CH:24]=2)[CH2:19]1, predict the reaction product. The product is: [CH3:35][C:33]1[CH:32]=[C:31]([NH:36][C:37]2[CH:42]=[C:41]([C:43]([F:44])([F:46])[F:45])[CH:40]=[CH:39][N:38]=2)[N:30]=[C:29]([C:26]2[CH:27]=[N:28][C:23]([N:20]3[CH2:21][CH2:22][C@H:18]([NH:17][C:14](=[O:16])[CH3:15])[CH2:19]3)=[CH:24][CH:25]=2)[CH:34]=1. (6) Given the reactants [C:1]([NH:8][CH2:9][C:10]([OH:12])=O)([O:3][C:4]([CH3:7])([CH3:6])[CH3:5])=[O:2].CCN=C=NCCCN(C)C.C1C=CC2N(O)N=NC=2C=1.C(N(CC)C(C)C)(C)C.[NH2:43][CH2:44][C:45]1[CH:50]=[CH:49][C:48]([N:51]2[C:55]([NH:56][C:57]([NH:59][C:60]3[CH:65]=[CH:64][C:63]([O:66][C:67]4[CH:72]=[CH:71][N:70]=[CH:69][CH:68]=4)=[CH:62][CH:61]=3)=[O:58])=[CH:54][C:53]([C:73]([CH3:76])([CH3:75])[CH3:74])=[N:52]2)=[CH:47][CH:46]=1, predict the reaction product. The product is: [C:4]([O:3][C:1](=[O:2])[NH:8][CH2:9][C:10](=[O:12])[NH:43][CH2:44][C:45]1[CH:50]=[CH:49][C:48]([N:51]2[C:55]([NH:56][C:57]([NH:59][C:60]3[CH:65]=[CH:64][C:63]([O:66][C:67]4[CH:68]=[CH:69][N:70]=[CH:71][CH:72]=4)=[CH:62][CH:61]=3)=[O:58])=[CH:54][C:53]([C:73]([CH3:76])([CH3:75])[CH3:74])=[N:52]2)=[CH:47][CH:46]=1)([CH3:5])([CH3:6])[CH3:7]. (7) Given the reactants [NH2:1][C@@H:2]1[CH2:7][CH2:6][C@H:5]([N:8]2[C:13](=[O:14])[C:12]3[CH:15]=[C:16]([F:19])[CH:17]=[N:18][C:11]=3[N:10]([C:20]3[CH:21]=[C:22]([C:26]4[CH:31]=[CH:30][C:29]([CH2:32][N:33]5[CH2:39][CH2:38][CH2:37][N:36]([CH3:40])[CH2:35][CH2:34]5)=[CH:28][CH:27]=4)[CH:23]=[CH:24][CH:25]=3)[C:9]2=[O:41])[CH2:4][CH2:3]1.[C:42]([O:46][C:47]([NH:49][C@@H:50]([CH2:54][C:55]1[CH:60]=[CH:59][CH:58]=[CH:57][CH:56]=1)[C:51](O)=[O:52])=[O:48])([CH3:45])([CH3:44])[CH3:43], predict the reaction product. The product is: [CH2:54]([C@H:50]([NH:49][C:47](=[O:48])[O:46][C:42]([CH3:44])([CH3:43])[CH3:45])[C:51]([NH:1][C@H:2]1[CH2:7][CH2:6][C@@H:5]([N:8]2[C:13](=[O:14])[C:12]3[CH:15]=[C:16]([F:19])[CH:17]=[N:18][C:11]=3[N:10]([C:20]3[CH:21]=[C:22]([C:26]4[CH:27]=[CH:28][C:29]([CH2:32][N:33]5[CH2:39][CH2:38][CH2:37][N:36]([CH3:40])[CH2:35][CH2:34]5)=[CH:30][CH:31]=4)[CH:23]=[CH:24][CH:25]=3)[C:9]2=[O:41])[CH2:4][CH2:3]1)=[O:52])[C:55]1[CH:60]=[CH:59][CH:58]=[CH:57][CH:56]=1.